This data is from Full USPTO retrosynthesis dataset with 1.9M reactions from patents (1976-2016). The task is: Predict the reactants needed to synthesize the given product. (1) Given the product [C:20]1([C:10]2[N:9]=[C:8]([C:5]3[CH:6]=[CH:7][C:2]([B:32]4[N:36]([C:37]5[CH:38]=[CH:39][CH:40]=[CH:41][CH:42]=5)[C:35]5[CH:43]=[CH:44][CH:45]=[CH:46][C:34]=5[N:33]4[C:47]4[CH:48]=[CH:49][CH:50]=[CH:51][CH:52]=4)=[CH:3][CH:4]=3)[CH:13]=[C:12]([C:14]3[CH:19]=[CH:18][CH:17]=[CH:16][CH:15]=3)[N:11]=2)[CH:25]=[CH:24][CH:23]=[CH:22][CH:21]=1, predict the reactants needed to synthesize it. The reactants are: Br[C:2]1[CH:7]=[CH:6][C:5]([C:8]2[CH:13]=[C:12]([C:14]3[CH:19]=[CH:18][CH:17]=[CH:16][CH:15]=3)[N:11]=[C:10]([C:20]3[CH:25]=[CH:24][CH:23]=[CH:22][CH:21]=3)[N:9]=2)=[CH:4][CH:3]=1.C([Li])CCC.Br[B:32]1[N:36]([C:37]2[CH:42]=[CH:41][CH:40]=[CH:39][CH:38]=2)[C:35]2[CH:43]=[CH:44][CH:45]=[CH:46][C:34]=2[N:33]1[C:47]1[CH:52]=[CH:51][CH:50]=[CH:49][CH:48]=1.C(O)C. (2) Given the product [CH3:1][O:2][C:3](=[O:12])[CH2:4][N:5]1[CH2:10][CH2:9][CH:8]([O:11][Si:18]([C:31]([CH3:34])([CH3:33])[CH3:32])([C:25]2[CH:26]=[CH:27][CH:28]=[CH:29][CH:30]=2)[C:19]2[CH:24]=[CH:23][CH:22]=[CH:21][CH:20]=2)[CH2:7][CH2:6]1, predict the reactants needed to synthesize it. The reactants are: [CH3:1][O:2][C:3](=[O:12])[CH2:4][N:5]1[CH2:10][CH2:9][CH:8]([OH:11])[CH2:7][CH2:6]1.N1C=CN=C1.[Si:18](Cl)([C:31]([CH3:34])([CH3:33])[CH3:32])([C:25]1[CH:30]=[CH:29][CH:28]=[CH:27][CH:26]=1)[C:19]1[CH:24]=[CH:23][CH:22]=[CH:21][CH:20]=1.C(OCC)C. (3) Given the product [C:1]([OH:9])(=[O:8])[C:2]([CH2:4][C:5]([OH:7])=[O:6])=[CH2:3].[C:22]([OH:26])(=[O:25])[CH:23]=[CH2:24], predict the reactants needed to synthesize it. The reactants are: [C:1]([OH:9])(=[O:8])[C:2]([CH2:4][C:5]([OH:7])=[O:6])=[CH2:3].S(OOS([O-])(=O)=O)([O-])(=O)=O.[Na+].[Na+].[C:22]([OH:26])(=[O:25])[CH:23]=[CH2:24].[OH-].[Na+]. (4) Given the product [CH3:1][C:2]1[O:3][C:4]2[CH:10]=[C:9]([NH:11][C:19](=[O:20])[O:21][CH2:22][C:23]([Cl:26])([Cl:25])[Cl:24])[CH:8]=[CH:7][C:5]=2[N:6]=1, predict the reactants needed to synthesize it. The reactants are: [CH3:1][C:2]1[O:3][C:4]2[CH:10]=[C:9]([NH2:11])[CH:8]=[CH:7][C:5]=2[N:6]=1.N1C=CC=CC=1.Cl[C:19]([O:21][CH2:22][C:23]([Cl:26])([Cl:25])[Cl:24])=[O:20]. (5) Given the product [F:37][C:23]1[S:22][C:21]([C:18]2[CH:19]=[CH:20][C:15]([C:12]3[CH:11]=[CH:10][C:9]([C:6]4([C:4]([OH:5])=[O:3])[CH2:8][CH2:7]4)=[CH:14][CH:13]=3)=[CH:16][CH:17]=2)=[C:25]([NH:26][C:27]([O:29][C@@H:30]([C:32]2[S:33][CH:34]=[CH:35][CH:36]=2)[CH3:31])=[O:28])[CH:24]=1, predict the reactants needed to synthesize it. The reactants are: C([O:3][C:4]([C:6]1([C:9]2[CH:14]=[CH:13][C:12]([C:15]3[CH:20]=[CH:19][C:18]([C:21]4[S:22][C:23]([F:37])=[CH:24][C:25]=4[NH:26][C:27]([O:29][C@@H:30]([C:32]4[S:33][CH:34]=[CH:35][CH:36]=4)[CH3:31])=[O:28])=[CH:17][CH:16]=3)=[CH:11][CH:10]=2)[CH2:8][CH2:7]1)=[O:5])C.[OH-].[Na+].Cl. (6) Given the product [CH3:1][O:2][C:3](=[O:16])[NH:4][C:5]1[S:6][C:7]2[C:13]([I:22])=[CH:12][CH:11]=[C:10]([O:14][CH3:15])[C:8]=2[N:9]=1, predict the reactants needed to synthesize it. The reactants are: [CH3:1][O:2][C:3](=[O:16])[NH:4][C:5]1[S:6][C:7]2[CH:13]=[CH:12][CH:11]=[C:10]([O:14][CH3:15])[C:8]=2[N:9]=1.C([O-])(=O)C.[Na+].[I:22]Cl.O.